Dataset: Peptide-MHC class II binding affinity with 134,281 pairs from IEDB. Task: Regression. Given a peptide amino acid sequence and an MHC pseudo amino acid sequence, predict their binding affinity value. This is MHC class II binding data. The peptide sequence is YDKFLANHSTVLTGK. The MHC is DRB1_0101 with pseudo-sequence DRB1_0101. The binding affinity (normalized) is 0.875.